The task is: Predict the reactants needed to synthesize the given product.. This data is from Full USPTO retrosynthesis dataset with 1.9M reactions from patents (1976-2016). (1) Given the product [Cl:13][C:14]1[CH:19]=[C:18]([CH:24]([C:23]2[CH:26]=[C:27]([F:30])[CH:28]=[CH:29][C:22]=2[F:21])[OH:25])[C:17]([Cl:20])=[CH:16][N:15]=1, predict the reactants needed to synthesize it. The reactants are: C(NC(C)C)(C)C.C([Li])CCC.[Cl:13][C:14]1[CH:19]=[CH:18][C:17]([Cl:20])=[CH:16][N:15]=1.[F:21][C:22]1[CH:29]=[CH:28][C:27]([F:30])=[CH:26][C:23]=1[CH:24]=[O:25].[Cl-].[NH4+]. (2) Given the product [Cl:18][C:19]1[CH:20]=[C:21]([N:26]2[CH2:31][CH2:30][N:29]([CH2:2][CH2:3][CH2:4][CH2:5][N:6]3[C:14]4[CH2:13][CH2:12][CH2:11][C:10](=[O:15])[C:9]=4[CH:8]=[CH:7]3)[CH2:28][CH2:27]2)[CH:22]=[CH:23][C:24]=1[Cl:25], predict the reactants needed to synthesize it. The reactants are: Cl[CH2:2][CH2:3][CH2:4][CH2:5][N:6]1[C:14]2[CH2:13][CH2:12][CH2:11][C:10](=[O:15])[C:9]=2[CH:8]=[CH:7]1.[I-].[Na+].[Cl:18][C:19]1[CH:20]=[C:21]([N:26]2[CH2:31][CH2:30][NH:29][CH2:28][CH2:27]2)[CH:22]=[CH:23][C:24]=1[Cl:25].C(=O)([O-])[O-].[K+].[K+].